Dataset: Full USPTO retrosynthesis dataset with 1.9M reactions from patents (1976-2016). Task: Predict the reactants needed to synthesize the given product. (1) Given the product [Cl:25][C:28]1[C:29]([CH3:30])=[C:19]([CH2:11][N:12]2[C:11]3[CH:19]=[C:7]([N:1]4[CH2:2][CH2:3][O:4][CH2:5][CH2:6]4)[CH:8]=[C:9]([C:20]([OH:22])=[O:21])[C:10]=3[N:14]=[C:13]2[C:15]([F:17])([F:16])[F:18])[CH:7]=[CH:8][CH:27]=1, predict the reactants needed to synthesize it. The reactants are: [N:1]1([C:7]2[CH:8]=[C:9]([C:20]([O-:22])=[O:21])[C:10]3[N:14]=[C:13]([C:15]([F:18])([F:17])[F:16])[NH:12][C:11]=3[CH:19]=2)[CH2:6][CH2:5][O:4][CH2:3][CH2:2]1.[OH-].[Na+].[ClH:25].O1[CH2:30][CH2:29][CH2:28][CH2:27]1. (2) Given the product [C:32]1([CH3:42])[CH:33]=[CH:34][C:35]([S:38]([OH:41])(=[O:39])=[O:40])=[CH:36][CH:37]=1.[C:32]1([CH3:42])[CH:33]=[CH:34][C:35]([S:38]([OH:41])(=[O:39])=[O:40])=[CH:36][CH:37]=1.[CH3:29][N:25]1[CH2:26][CH2:27][CH2:28][C@@H:24]1[CH2:23][O:22][C:15]1[CH:16]=[CH:17][C:18]2[C:19]3[C:11](=[CH:10][C:9]([O:8][CH2:7][C@H:3]4[CH2:4][CH2:5][CH2:6][N:2]4[CH3:1])=[CH:21][CH:20]=3)[C:12](=[O:30])[C:13]=2[CH:14]=1, predict the reactants needed to synthesize it. The reactants are: [CH3:1][N:2]1[CH2:6][CH2:5][CH2:4][C@@H:3]1[CH2:7][O:8][C:9]1[CH:21]=[CH:20][C:19]2[C:18]3[C:13](=[CH:14][C:15]([O:22][CH2:23][C@H:24]4[CH2:28][CH2:27][CH2:26][N:25]4[CH3:29])=[CH:16][CH:17]=3)[C:12](=[O:30])[C:11]=2[CH:10]=1.O.[C:32]1([CH3:42])[CH:37]=[CH:36][C:35]([S:38]([OH:41])(=[O:40])=[O:39])=[CH:34][CH:33]=1.